Dataset: Forward reaction prediction with 1.9M reactions from USPTO patents (1976-2016). Task: Predict the product of the given reaction. (1) Given the reactants [F:1][C:2]1[CH:19]=[CH:18][C:5]([O:6][C:7]2[N:16]=[CH:15]C(I)=[CH:13][C:8]=2[C:9]([O:11]C)=O)=[CH:4][CH:3]=1.[F:20][C:21]([F:26])([F:25])[C:22]([O-])=O.[Na+].[OH2:28].ClCCl.C[N:33]1[CH2:37][CH2:36][CH2:35][CH2:34]1, predict the reaction product. The product is: [F:1][C:2]1[CH:3]=[CH:4][C:5]([O:6][C:7]2[C:8]([C:9]([NH:33][CH2:37][C:36]3[CH:2]=[CH:3][C:4]([C:5]([OH:6])=[O:28])=[CH:34][CH:35]=3)=[O:11])=[CH:13][C:22]([C:21]([F:26])([F:25])[F:20])=[CH:15][N:16]=2)=[CH:18][CH:19]=1. (2) Given the reactants Br[C:2]1[S:3][C:4]2[CH:10]=[C:9]([Cl:11])[CH:8]=[CH:7][C:5]=2[N:6]=1.[NH2:12][C:13]1[CH:18]=[CH:17][C:16]([CH2:19][C:20]([O:22][CH3:23])=[O:21])=[CH:15][C:14]=1[Cl:24].[NH+]1C=CC=CC=1.CC1C=CC(S(O)(=O)=O)=CC=1, predict the reaction product. The product is: [Cl:11][C:9]1[CH:8]=[CH:7][C:5]2[N:6]=[C:2]([NH:12][C:13]3[CH:18]=[CH:17][C:16]([CH2:19][C:20]([O:22][CH3:23])=[O:21])=[CH:15][C:14]=3[Cl:24])[S:3][C:4]=2[CH:10]=1. (3) Given the reactants C[O:2][C:3]1[CH:8]=[CH:7][C:6]2[S:9][C:10]3[C:11]4[C:16]([N:17]=[C:18]5[C:23]=3[CH:22]=[CH:21][CH:20]=[CH:19]5)=[CH:15][CH:14]=[CH:13][C:12]=4[C:5]=2[CH:4]=1.Cl.N1C=CC=CC=1, predict the reaction product. The product is: [CH:7]1[C:6]2[S:9][C:10]3[C:11]4[C:16]([N:17]=[C:18]5[C:23]=3[CH:22]=[CH:21][CH:20]=[CH:19]5)=[CH:15][CH:14]=[CH:13][C:12]=4[C:5]=2[CH:4]=[C:3]([OH:2])[CH:8]=1. (4) Given the reactants [CH:1]1[CH:2]=[CH:3][C:4]([C@@H:7]([N:15]2[CH2:20][CH2:19][N:18]([CH2:21][CH2:22][O:23][CH2:24][C:25]([OH:27])=[O:26])[CH2:17][CH2:16]2)[C:8]2[CH:9]=[CH:10][C:11]([Cl:14])=[CH:12][CH:13]=2)=[CH:5][CH:6]=1.Cl.Cl.O=C1O[C@H]([C@H](CO)O)C(O)=C1O.[Si](O)(O)(O)O.C([O-])(=O)CCCCCCCCCCCCCCCCC.[Mg+2].C([O-])(=O)CCCCCCCCCCCCCCCCC, predict the reaction product. The product is: [CH:1]1[CH:2]=[CH:3][C:4]([C@@H:7]([N:15]2[CH2:20][CH2:19][N:18]([CH2:21][CH2:22][O:23][CH2:24][C:25]([OH:27])=[O:26])[CH2:17][CH2:16]2)[C:8]2[CH:9]=[CH:10][C:11]([Cl:14])=[CH:12][CH:13]=2)=[CH:5][CH:6]=1.